This data is from Full USPTO retrosynthesis dataset with 1.9M reactions from patents (1976-2016). The task is: Predict the reactants needed to synthesize the given product. (1) Given the product [Br:17][CH:10]([C:11](=[O:15])[CH:12]([CH3:13])[CH3:14])[C:9]([O:8][CH2:6][CH3:7])=[O:16], predict the reactants needed to synthesize it. The reactants are: C([O-])(=O)C.[Na+].[CH2:6]([O:8][C:9](=[O:16])[CH2:10][C:11](=[O:15])[CH:12]([CH3:14])[CH3:13])[CH3:7].[Br:17]Br. (2) Given the product [Cl:54][C:55]1[CH:63]=[C:62]2[C:58]([CH:59]=[C:60]([C:70]([N:72]3[CH2:77][CH2:76][C:75]([F:78])([F:79])[CH2:74][CH2:73]3)=[O:71])[NH:61]2)=[CH:57][C:56]=1[O:80][CH:81]1[CH2:82][CH2:83][N:84]([CH:87]([CH3:89])[CH3:88])[CH2:85][CH2:86]1, predict the reactants needed to synthesize it. The reactants are: FC1(F)CCN(C(C2NC3C(C=2)=CC(OC2CCN(C(C)C)CC2)=CC=3)=O)CC1.Cl.ClC1C=C2C(C=C(C(O)=O)N2)=CC=1OC1CCN(C(C)C)CC1.[Cl:54][C:55]1[CH:63]=[C:62]2[C:58]([CH:59]=[C:60]([C:70]([N:72]3[CH2:77][CH2:76][C:75]([F:79])([F:78])[CH2:74][CH2:73]3)=[O:71])[N:61]2C2C=NC=NC=2)=[CH:57][C:56]=1[O:80][CH:81]1[CH2:86][CH2:85][N:84]([CH:87]([CH3:89])[CH3:88])[CH2:83][CH2:82]1. (3) Given the product [CH3:19][CH:15]([CH2:16][CH2:17][CH3:18])[CH2:14][CH:12]1[CH2:13][NH:9][C:10](=[O:20])[CH2:11]1, predict the reactants needed to synthesize it. The reactants are: N.C([N:9]1[CH2:13][CH:12]([CH2:14][CH:15]([CH3:19])[CH2:16][CH2:17][CH3:18])[CH2:11][C:10]1=[O:20])C1C=CC=CC=1.[Na]. (4) Given the product [Cl:1][C:2]1[CH:7]=[CH:6][C:5]([C:8]2[CH:12]=[C:11]([F:13])[S:10][C:9]=2[CH2:14][OH:15])=[CH:4][CH:3]=1, predict the reactants needed to synthesize it. The reactants are: [Cl:1][C:2]1[CH:7]=[CH:6][C:5]([C:8]2[CH:12]=[C:11]([F:13])[S:10][C:9]=2[CH2:14][O:15]C2CCCCO2)=[CH:4][CH:3]=1.CC1C=CC(S([O-])(=O)=O)=CC=1.C1C=C[NH+]=CC=1. (5) Given the product [CH3:47][O:46][C:27]1[CH:28]=[C:29]([O:31][CH2:32][C:33]2[C:34]([CH3:45])=[C:35]([C:39]3[CH:44]=[CH:43][CH:42]=[CH:41][CH:40]=3)[CH:36]=[CH:37][CH:38]=2)[CH:30]=[C:12]([O:11][CH3:10])[C:13]=1[CH2:14][N:15]([CH3:26])[CH2:16][CH2:17][NH:18][C:2]([NH:1][C:4]1[CH:9]=[CH:8][CH:7]=[CH:6][CH:5]=1)=[O:3], predict the reactants needed to synthesize it. The reactants are: [N:1]([C:4]1[CH:9]=[CH:8][CH:7]=[CH:6][CH:5]=1)=[C:2]=[O:3].[CH3:10][O:11][C:12]1[CH:30]=[C:29]([O:31][CH2:32][C:33]2[C:34]([CH3:45])=[C:35]([C:39]3[CH:44]=[CH:43][CH:42]=[CH:41][CH:40]=3)[CH:36]=[CH:37][CH:38]=2)[CH:28]=[C:27]([O:46][CH3:47])[C:13]=1[CH2:14][N:15]([CH3:26])[CH2:16][CH2:17][NH:18]C(=O)OC(C)(C)C.COC1C=C(OCC2C(C)=C(C3C=CC=CC=3)C=CC=2)C=C(OC)C=1CN(C)CCN.C(O)(C(F)(F)F)=O.CCN(C(C)C)C(C)C. (6) Given the product [Br:34][CH2:9][CH2:8][C:5]1[CH:6]=[CH:7][C:2]([F:1])=[CH:3][C:4]=1[N+:11]([O-:13])=[O:12], predict the reactants needed to synthesize it. The reactants are: [F:1][C:2]1[CH:7]=[CH:6][C:5]([CH2:8][CH2:9]O)=[C:4]([N+:11]([O-:13])=[O:12])[CH:3]=1.C1(P(C2C=CC=CC=2)C2C=CC=CC=2)C=CC=CC=1.C(Br)(Br)(Br)[Br:34]. (7) Given the product [C:17]1([CH3:20])[CH:16]=[CH:15][C:14]([S:11]([N:8]2[CH:9]=[CH:10][C:6]([CH:5]=[CH:4][CH2:3][OH:2])=[CH:7]2)(=[O:13])=[O:12])=[CH:19][CH:18]=1, predict the reactants needed to synthesize it. The reactants are: C[O:2][C:3](=O)[CH:4]=[CH:5][C:6]1[CH:10]=[CH:9][N:8]([S:11]([C:14]2[CH:19]=[CH:18][C:17]([CH3:20])=[CH:16][CH:15]=2)(=[O:13])=[O:12])[CH:7]=1.[Li+].[BH4-].CCCCCC.C(OCC)(=O)C.